This data is from Full USPTO retrosynthesis dataset with 1.9M reactions from patents (1976-2016). The task is: Predict the reactants needed to synthesize the given product. (1) Given the product [C:1]([O:5][C:6]([N:8]1[CH2:13][CH2:12][N:11]([C:14]2[CH:19]=[N:18][C:17]([C:21]#[N:22])=[CH:16][N:15]=2)[CH2:10][CH2:9]1)=[O:7])([CH3:4])([CH3:3])[CH3:2], predict the reactants needed to synthesize it. The reactants are: [C:1]([O:5][C:6]([N:8]1[CH2:13][CH2:12][N:11]([C:14]2[CH:19]=[N:18][C:17](Br)=[CH:16][N:15]=2)[CH2:10][CH2:9]1)=[O:7])([CH3:4])([CH3:3])[CH3:2].[CH3:21][N:22](C=O)C. (2) Given the product [C:41]([C:43]1[CH:44]=[CH:45][C:46]([N:49]=[C:50]2[N:29]([CH2:30][CH:31]([CH3:33])[CH3:32])[CH2:2][CH:3]([CH2:4][CH:5]([CH3:7])[CH3:6])[S:51]2)=[CH:47][CH:48]=1)#[N:42], predict the reactants needed to synthesize it. The reactants are: O[CH2:2][C@@H:3](N)[CH2:4][CH:5]([CH3:7])[CH3:6].COC(=O)[C@H](CC(C)C)N.OCCN.CC(C)C[C@H]([NH:29][CH2:30][CH:31]([CH3:33])[CH3:32])CO.[Cl-].C([NH3+])C(C)C.[C:41]([C:43]1[CH:48]=[CH:47][C:46]([N:49]=[C:50]=[S:51])=[CH:45][CH:44]=1)#[N:42]. (3) Given the product [ClH:46].[NH2:7][CH2:8][C:9]1[CH:10]=[C:11]([C:15]2[CH:20]=[CH:19][C:18]([O:21][C:22]3[CH:27]=[CH:26][C:25]([S:28]([NH:31][C:32]4[S:33][CH:34]=[CH:35][N:36]=4)(=[O:29])=[O:30])=[CH:24][C:23]=3[C:37]#[N:38])=[C:17]([C:39]3[N:43]([CH3:44])[N:42]=[CH:41][CH:40]=3)[CH:16]=2)[CH:12]=[CH:13][CH:14]=1, predict the reactants needed to synthesize it. The reactants are: C(OC(=O)[NH:7][CH2:8][C:9]1[CH:10]=[C:11]([C:15]2[CH:20]=[CH:19][C:18]([O:21][C:22]3[CH:27]=[CH:26][C:25]([S:28]([NH:31][C:32]4[S:33][CH:34]=[CH:35][N:36]=4)(=[O:30])=[O:29])=[CH:24][C:23]=3[C:37]#[N:38])=[C:17]([C:39]3[N:43]([CH3:44])[N:42]=[CH:41][CH:40]=3)[CH:16]=2)[CH:12]=[CH:13][CH:14]=1)(C)(C)C.[ClH:46].